This data is from Peptide-MHC class II binding affinity with 134,281 pairs from IEDB. The task is: Regression. Given a peptide amino acid sequence and an MHC pseudo amino acid sequence, predict their binding affinity value. This is MHC class II binding data. (1) The peptide sequence is SQDLELSWNLNGLDAY. The MHC is HLA-DQA10301-DQB10302 with pseudo-sequence HLA-DQA10301-DQB10302. The binding affinity (normalized) is 0.320. (2) The binding affinity (normalized) is 0.205. The MHC is DRB1_1602 with pseudo-sequence DRB1_1602. The peptide sequence is ASAAILGHDGTVWAQ.